This data is from Forward reaction prediction with 1.9M reactions from USPTO patents (1976-2016). The task is: Predict the product of the given reaction. Given the reactants [NH2:1][CH2:2][C:3]1[C:12](=[O:13])[C:11]2[C:6](=[CH:7][C:8]([Cl:14])=[CH:9][CH:10]=2)[N:5]([C:15]2[CH:20]=[CH:19][CH:18]=[CH:17][CH:16]=2)[CH:4]=1.[N:21]1[NH:22][C:23]([C:26]2[CH:34]=[CH:33][C:29]([C:30](O)=[O:31])=[CH:28][CH:27]=2)=[N:24][CH:25]=1, predict the reaction product. The product is: [Cl:14][C:8]1[CH:7]=[C:6]2[C:11]([C:12](=[O:13])[C:3]([CH2:2][NH:1][C:30](=[O:31])[C:29]3[CH:28]=[CH:27][C:26]([C:23]4[NH:22][N:21]=[CH:25][N:24]=4)=[CH:34][CH:33]=3)=[CH:4][N:5]2[C:15]2[CH:16]=[CH:17][CH:18]=[CH:19][CH:20]=2)=[CH:10][CH:9]=1.